This data is from Catalyst prediction with 721,799 reactions and 888 catalyst types from USPTO. The task is: Predict which catalyst facilitates the given reaction. (1) Reactant: [NH2:1][C:2]1[CH:7]=[CH:6][C:5]([OH:8])=[CH:4][CH:3]=1.CC(C)([O-])C.[K+].[CH3:15][NH:16][C:17]([C:19]1[CH:24]=[C:23](Cl)[CH:22]=[CH:21][N:20]=1)=[O:18].C([O-])([O-])=O.[K+].[K+]. Product: [CH3:15][NH:16][C:17]([C:19]1[CH:24]=[C:23]([O:8][C:5]2[CH:6]=[CH:7][C:2]([NH2:1])=[CH:3][CH:4]=2)[CH:22]=[CH:21][N:20]=1)=[O:18]. The catalyst class is: 3. (2) Reactant: [CH3:1][C:2]([CH3:18])([CH3:17])[C@@H:3]([C:14]([OH:16])=O)[NH:4][C:5]([O:7][CH2:8][C:9]1[S:13][CH:12]=[N:11][CH:10]=1)=[O:6].[CH2:19]([C@H:26]([NH:39][C:40](=[O:46])[O:41][C:42]([CH3:45])([CH3:44])[CH3:43])[CH2:27][C@H:28]([OH:38])[C@@H:29]([NH2:37])[CH2:30][C:31]1[CH:36]=[CH:35][CH:34]=[CH:33][CH:32]=1)[C:20]1[CH:25]=[CH:24][CH:23]=[CH:22][CH:21]=1.Cl.CN(C)CCCN=C=NCC.ON1C2C=CC=CC=2N=N1.CN1CCOCC1. Product: [CH2:30]([C@H:29]([NH:37][C:14](=[O:16])[C@H:3]([C:2]([CH3:1])([CH3:18])[CH3:17])[NH:4][C:5]([O:7][CH2:8][C:9]1[S:13][CH:12]=[N:11][CH:10]=1)=[O:6])[C@@H:28]([OH:38])[CH2:27][C@@H:26]([NH:39][C:40]([O:41][C:42]([CH3:43])([CH3:44])[CH3:45])=[O:46])[CH2:19][C:20]1[CH:21]=[CH:22][CH:23]=[CH:24][CH:25]=1)[C:31]1[CH:32]=[CH:33][CH:34]=[CH:35][CH:36]=1. The catalyst class is: 9.